From a dataset of Reaction yield outcomes from USPTO patents with 853,638 reactions. Predict the reaction yield, written as a fraction of the theoretical maximum amount of product (1.0 means a 100% yield; for example, 0.34 means a 34% yield). (1) The reactants are C(OC1N=NC(CC2C=CC(F)=CC=2)=CC=1OCC1C=CC=CC=1)C1C=CC=CC=1.[CH2:31]([O:38][C:39]1[N:40]=[N:41][C:42](Cl)=[CH:43][C:44]=1[O:45][CH2:46][C:47]1[CH:52]=[CH:51][CH:50]=[CH:49][CH:48]=1)[C:32]1[CH:37]=[CH:36][CH:35]=[CH:34][CH:33]=1.[Cl-].[F:55][C:56]([F:66])([F:65])[C:57]1[CH:58]=[C:59]([CH:62]=[CH:63][CH:64]=1)[CH2:60][Zn+]. No catalyst specified. The product is [CH2:31]([O:38][C:39]1[N:40]=[N:41][C:42]([CH2:60][C:59]2[CH:62]=[CH:63][CH:64]=[C:57]([C:56]([F:55])([F:65])[F:66])[CH:58]=2)=[CH:43][C:44]=1[O:45][CH2:46][C:47]1[CH:52]=[CH:51][CH:50]=[CH:49][CH:48]=1)[C:32]1[CH:37]=[CH:36][CH:35]=[CH:34][CH:33]=1. The yield is 0.330. (2) The product is [Cl:1][C:2]1[CH:3]=[C:4]([O:12][CH3:13])[CH:5]=[C:7]([N+:9]([O-:11])=[O:10])[CH:8]=1. The yield is 0.570. The reactants are [Cl:1][C:2]1[CH:8]=[C:7]([N+:9]([O-:11])=[O:10])[C:5](N)=[C:4]([O:12][CH3:13])[CH:3]=1.S(=O)(=O)(O)O.N([O-])=O.[Na+].[PH2](O)=O. The catalyst is C(O)(=O)C.O. (3) The reactants are C[N:2](C)/[CH:3]=[CH:4]/[C:5]([C:7]1[C:12](=[O:13])[CH:11]=[CH:10][N:9]([C:14]2[CH:19]=[CH:18][C:17]([O:20][C:21]([F:24])([F:23])[F:22])=[CH:16][CH:15]=2)[N:8]=1)=O.[C:26]1([NH:32]N)[CH:31]=[CH:30][CH:29]=[CH:28][CH:27]=1. No catalyst specified. The product is [C:26]1([N:32]2[C:5]([C:7]3[C:12](=[O:13])[CH:11]=[CH:10][N:9]([C:14]4[CH:15]=[CH:16][C:17]([O:20][C:21]([F:23])([F:24])[F:22])=[CH:18][CH:19]=4)[N:8]=3)=[CH:4][CH:3]=[N:2]2)[CH:31]=[CH:30][CH:29]=[CH:28][CH:27]=1. The yield is 0.640. (4) The product is [Br:24][CH:20]1[CH2:19][CH2:18][C:15]2=[CH:16][C:17]3[C:8]4[CH:7]=[CH:6][C:5]([C:3](=[O:4])[CH2:2][Br:1])=[CH:23][C:9]=4[CH2:10][O:11][C:12]=3[CH:13]=[C:14]2[C:21]1=[O:22]. The reactants are [Br:1][CH2:2][C:3]([C:5]1[CH:6]=[CH:7][C:8]2[C:17]3[CH:16]=[C:15]4[CH2:18][CH2:19][CH2:20][C:21](=[O:22])[C:14]4=[CH:13][C:12]=3[O:11][CH2:10][C:9]=2[CH:23]=1)=[O:4].[Br-:24].[Br-].[Br-].[NH+]1C=CC=CC=1.[NH+]1C=CC=CC=1.[NH+]1C=CC=CC=1.ClCCl. The catalyst is CO. The yield is 0.840. (5) The reactants are C(O)(=[O:3])C.[O:5]1[C:14]2[C:9](=[CH:10][CH:11]=[CH:12][CH:13]=2)[CH:8]=[CH:7][CH2:6]1.[OH-].[Na+].Cl. The catalyst is C(O)C. The product is [O:5]1[C:14]2[C:9](=[CH:10][C:11]([OH:3])=[CH:12][CH:13]=2)[CH:8]=[CH:7][CH2:6]1. The yield is 0.980. (6) The reactants are Br[C:2]1[CH:14]=[CH:13][C:12]2[C:11]3[C:6](=[CH:7][CH:8]=[CH:9][CH:10]=3)[C:5]([CH3:16])([CH3:15])[C:4]=2[CH:3]=1.[B:17](OC)([O:20]C)[O:18]C. The catalyst is C1COCC1.II. The product is [CH3:15][C:5]1([CH3:16])[C:4]2[CH:3]=[C:2]([B:17]([OH:20])[OH:18])[CH:14]=[CH:13][C:12]=2[C:11]2[C:6]1=[CH:7][CH:8]=[CH:9][CH:10]=2. The yield is 0.473. (7) The reactants are [C:1]([CH:5]([CH2:11][C:12]1[CH:17]=[CH:16][C:15]([O:18][CH3:19])=[CH:14][C:13]=1[CH2:20][N:21](C(OC(C)(C)C)=O)C(OC(C)(C)C)=O)[CH2:6][C:7]([O:9][CH3:10])=[O:8])([O:3][CH3:4])=[O:2]. The catalyst is C(Cl)(Cl)Cl.FC(F)(F)C(O)=O. The product is [C:1]([CH:5]([CH2:11][C:12]1[CH:17]=[CH:16][C:15]([O:18][CH3:19])=[CH:14][C:13]=1[CH2:20][NH2:21])[CH2:6][C:7]([O:9][CH3:10])=[O:8])([O:3][CH3:4])=[O:2]. The yield is 1.00. (8) The reactants are OO.C(OC(C(F)(F)F)=O)(C(F)(F)F)=[O:4].[CH2:16]([C:18]1[N:19]=[N+:20]([O-:33])[C:21]2[C:30]([N:31]=1)=[CH:29][C:28]1[CH2:27][N:26]([CH3:32])[CH2:25][CH2:24][C:23]=1[CH:22]=2)[CH3:17].C(O)(C(F)(F)F)=O. The catalyst is C(Cl)Cl.N. The product is [CH2:16]([C:18]1[N:19]=[N+:20]([O-:33])[C:21]2[C:30]([N+:31]=1[O-:4])=[CH:29][C:28]1[CH2:27][N:26]([CH3:32])[CH2:25][CH2:24][C:23]=1[CH:22]=2)[CH3:17]. The yield is 0.170.